Dataset: Reaction yield outcomes from USPTO patents with 853,638 reactions. Task: Predict the reaction yield, written as a fraction of the theoretical maximum amount of product (1.0 means a 100% yield; for example, 0.34 means a 34% yield). (1) The product is [Br:1][C:2]1[CH:3]=[N:4][N:5]([CH3:18])[C:6]=1[C:7]1[CH:12]=[C:11]([NH2:13])[CH:10]=[CH:9][C:8]=1[O:16][CH3:17]. The yield is 0.880. The reactants are [Br:1][C:2]1[CH:3]=[N:4][N:5]([CH3:18])[C:6]=1[C:7]1[CH:12]=[C:11]([N+:13]([O-])=O)[CH:10]=[CH:9][C:8]=1[O:16][CH3:17].O.O.Cl[Sn]Cl.CCOC(C)=O.CCCCCC. The catalyst is CCO. (2) The reactants are O[CH2:2][C:3]1[CH2:9][C:8]2[CH:10]=[C:11]3[O:16][CH2:15][O:14][C:12]3=[CH:13][C:7]=2[C:6]([C:17]2[CH:22]=[CH:21][C:20]([N+:23]([O-:25])=[O:24])=[CH:19][CH:18]=2)=[N:5][N:4]=1.C1(P(C2C=CC=CC=2)C2C=CC=CC=2)C=CC=CC=1.[NH:45]=[N+:46]=[N-:47].C(OC(N=NC(OCC)=O)=O)C. The catalyst is O1CCCC1.C1(C)C=CC=CC=1. The product is [N:45]([CH2:2][C:3]1[CH2:9][C:8]2[CH:10]=[C:11]3[O:16][CH2:15][O:14][C:12]3=[CH:13][C:7]=2[C:6]([C:17]2[CH:22]=[CH:21][C:20]([N+:23]([O-:25])=[O:24])=[CH:19][CH:18]=2)=[N:5][N:4]=1)=[N+:46]=[N-:47]. The yield is 0.680.